Dataset: Full USPTO retrosynthesis dataset with 1.9M reactions from patents (1976-2016). Task: Predict the reactants needed to synthesize the given product. (1) Given the product [Br:1][C:2]1[N:3]=[C:4]2[C:11]([I:42])=[C:10]([C:12]3[CH:13]=[CH:14][C:15]([C:18]4([CH3:23])[O:22][CH2:21][CH2:20][O:19]4)=[CH:16][CH:17]=3)[N:9]([CH2:53][O:52][CH2:51][CH2:50][Si:47]([CH3:49])([CH3:48])[CH3:46])[C:5]2=[N:6][C:7]=1[CH3:8], predict the reactants needed to synthesize it. The reactants are: [Br:1][C:2]1[N:3]=[C:4]2[CH:11]=[C:10]([C:12]3[CH:17]=[CH:16][C:15]([C:18]4([CH3:23])[O:22][CH2:21][CH2:20][O:19]4)=[CH:14][CH:13]=3)[NH:9][C:5]2=[N:6][C:7]=1[CH3:8].C([Si](C)(C)C)#C.NC1C(Br)=NC(Br)=C(C)N=1.[OH-].[K+].[I:42]I.[H-].[Na+].[CH3:46][Si:47]([CH2:50][CH2:51][O:52][CH2:53]Cl)([CH3:49])[CH3:48].CC(O)=O. (2) Given the product [C:11]([O:10][C:8]([N:5]1[CH2:6][CH2:7][CH:2]([O:1][CH3:22])[CH:3]([C:15]([F:18])([F:16])[F:17])[CH2:4]1)=[O:9])([CH3:12])([CH3:13])[CH3:14], predict the reactants needed to synthesize it. The reactants are: [OH:1][CH:2]1[CH2:7][CH2:6][N:5]([C:8]([O:10][C:11]([CH3:14])([CH3:13])[CH3:12])=[O:9])[CH2:4][CH:3]1[C:15]([F:18])([F:17])[F:16].[H-].[Na+].I[CH3:22]. (3) Given the product [CH2:25]([N:12]1[C:11]([C:4]2[CH:5]=[CH:6][C:7]([O:9][CH3:10])=[CH:8][C:3]=2[O:2][CH3:1])=[C:19]2[C:14]([C:15]([F:20])=[CH:16][CH:17]=[CH:18]2)=[N:13]1)[CH:24]=[CH2:23], predict the reactants needed to synthesize it. The reactants are: [CH3:1][O:2][C:3]1[CH:8]=[C:7]([O:9][CH3:10])[CH:6]=[CH:5][C:4]=1[C:11]1[C:19]2[C:14](=[C:15]([F:20])[CH:16]=[CH:17][CH:18]=2)[NH:13][N:12]=1.[H-].[Na+].[CH2:23](Br)[CH:24]=[CH2:25]. (4) Given the product [CH3:1][O:2][C:3]1[CH:4]=[C:5]([CH:15]=[CH:16][CH:17]=1)[C:6]([NH:8][C@@H:9]1[CH2:14][CH2:13][CH2:12][N:11]([CH:26]2[CH2:27][CH2:28][N:23]([C:18]([O:20][CH2:21][CH3:22])=[O:19])[CH2:24][CH2:25]2)[CH2:10]1)=[O:7], predict the reactants needed to synthesize it. The reactants are: [CH3:1][O:2][C:3]1[CH:4]=[C:5]([CH:15]=[CH:16][CH:17]=1)[C:6]([NH:8][C@@H:9]1[CH2:14][CH2:13][CH2:12][NH:11][CH2:10]1)=[O:7].[C:18]([N:23]1[CH2:28][CH2:27][C:26](=O)[CH2:25][CH2:24]1)([O:20][CH2:21][CH3:22])=[O:19].[N-]=C=O. (5) Given the product [C:16]([O:15][CH2:12][CH2:13][C:2]1[C:1]([NH:11][C:4](=[O:5])[CH:3]=1)=[O:7])(=[O:18])[CH3:17], predict the reactants needed to synthesize it. The reactants are: [C:1]1(=[O:7])O[C:4](=[O:5])[CH:3]=[CH:2]1.C(C[NH2:11])O.[C:12]([O:15][C:16](=[O:18])[CH3:17])(=O)[CH3:13].C([O-])(=O)C.[Na+].C([O-])([O-])=O.[K+].[K+].